This data is from Reaction yield outcomes from USPTO patents with 853,638 reactions. The task is: Predict the reaction yield, written as a fraction of the theoretical maximum amount of product (1.0 means a 100% yield; for example, 0.34 means a 34% yield). (1) The reactants are [OH:1][C:2]1[CH:3]=[C:4]([CH:7]=[CH:8][C:9]=1[O:10][CH3:11])[CH:5]=[O:6].C([O-])([O-])=O.[K+].[K+].Br[CH2:19][CH2:20][F:21]. The catalyst is CN(C=O)C. The product is [F:21][CH2:20][CH2:19][O:1][C:2]1[CH:3]=[C:4]([CH:7]=[CH:8][C:9]=1[O:10][CH3:11])[CH:5]=[O:6]. The yield is 0.970. (2) The product is [F:1][C:2]1[CH:3]=[CH:4][C:5]([C:8]2[N:12]=[N:11][N:10]([CH3:13])[C:9]=2[CH2:14][O:15][C:16]2[CH:24]=[CH:23][C:19]([C:20]([NH:28][CH:29]3[CH2:30][CH2:31][O:32][CH2:47][CH2:42]3)=[O:22])=[CH:18][N:17]=2)=[N:6][CH:7]=1. No catalyst specified. The reactants are [F:1][C:2]1[CH:3]=[CH:4][C:5]([C:8]2[N:12]=[N:11][N:10]([CH3:13])[C:9]=2[CH2:14][O:15][C:16]2[CH:24]=[CH:23][C:19]([C:20]([OH:22])=O)=[CH:18][N:17]=2)=[N:6][CH:7]=1.CN1[C:30]([CH2:31][O:32]C2C=CC(C(O)=O)=CN=2)=[C:29]([C:42]2[CH:47]=CC=CN=2)[N:28]=N1. The yield is 0.780. (3) The reactants are [CH2:1]([O:8][N:9]1[C:15](=[O:16])[N:14]2[CH2:17][C@H:10]1[CH2:11][CH2:12][C@@H:13]2[C:18]([OH:20])=O)[C:2]1[CH:7]=[CH:6][CH:5]=[CH:4][CH:3]=1.CCN=C=NCCCN(C)C.Cl.[CH:33]1[CH:34]=[CH:35][C:36]2N(O)[N:40]=[N:39][C:37]=2C=1.[C:43]([O:47][C:48]([N:50]([C:52]([C@@H]1CCCNC1)=O)N)=[O:49])([CH3:46])([CH3:45])[CH3:44].CN(C)C=[O:63]. The product is [C:43]([O:47][C:48]([N:50]1[CH2:33][CH2:34][CH2:35][C@@H:36]([C:37]([NH:39][NH:40][C:18]([C@H:13]2[CH2:12][CH2:11][C@@H:10]3[CH2:17][N:14]2[C:15](=[O:16])[N:9]3[O:8][CH2:1][C:2]2[CH:3]=[CH:4][CH:5]=[CH:6][CH:7]=2)=[O:20])=[O:63])[CH2:52]1)=[O:49])([CH3:46])([CH3:45])[CH3:44]. The yield is 0.410. No catalyst specified. (4) The reactants are C([O:3][C:4]([C:6]1[N:7]([C:27]2[CH:32]=[CH:31][C:30]([O:33][CH:34]([CH3:36])[CH3:35])=[CH:29][CH:28]=2)[C:8]2[C:13]([C:14]=1[Cl:15])=[CH:12][C:11]([O:16][C:17]1[CH:22]=[CH:21][C:20]([C:23]([F:26])([F:25])[F:24])=[CH:19][CH:18]=1)=[CH:10][CH:9]=2)=[O:5])C.[OH-].[Na+].O1CCOCC1.Cl. The catalyst is [Cl-].[Na+].O. The product is [Cl:15][C:14]1[C:13]2[C:8](=[CH:9][CH:10]=[C:11]([O:16][C:17]3[CH:22]=[CH:21][C:20]([C:23]([F:26])([F:24])[F:25])=[CH:19][CH:18]=3)[CH:12]=2)[N:7]([C:27]2[CH:32]=[CH:31][C:30]([O:33][CH:34]([CH3:35])[CH3:36])=[CH:29][CH:28]=2)[C:6]=1[C:4]([OH:5])=[O:3]. The yield is 0.910. (5) The reactants are [Cl:1][C:2]1[C:3]2[CH:10]=[CH:9][NH:8][C:4]=2[N:5]=[CH:6][N:7]=1.[I:11]N1C(=O)CCC1=O. The catalyst is C(Cl)(Cl)Cl. The product is [Cl:1][C:2]1[C:3]2[C:10]([I:11])=[CH:9][NH:8][C:4]=2[N:5]=[CH:6][N:7]=1. The yield is 0.820. (6) The reactants are Cl[C:2]1[N:7]=[C:6]([NH:8][C:9]2[CH:10]=[C:11]3[C:15](=[CH:16][CH:17]=2)[NH:14][N:13]=[CH:12]3)[CH:5]=[CH:4][N:3]=1.[CH3:18][O:19][C:20]1[CH:21]=[C:22]2[C:27](=[CH:28][CH:29]=1)[CH2:26][NH:25][CH2:24][CH2:23]2.C([O-])([O-])=O.[K+].[K+]. The catalyst is CN(C=O)C.O. The product is [CH3:18][O:19][C:20]1[CH:21]=[C:22]2[C:27](=[CH:28][CH:29]=1)[CH2:26][N:25]([C:2]1[N:7]=[C:6]([NH:8][C:9]3[CH:10]=[C:11]4[C:15](=[CH:16][CH:17]=3)[NH:14][N:13]=[CH:12]4)[CH:5]=[CH:4][N:3]=1)[CH2:24][CH2:23]2. The yield is 0.280. (7) The reactants are [CH3:1][C:2]1[CH:13]=[C:12]([N+:14]([O-])=O)[CH:11]=[CH:10][C:3]=1[CH2:4][NH:5][S:6]([CH3:9])(=[O:8])=[O:7]. The yield is 0.700. The product is [NH2:14][C:12]1[CH:11]=[CH:10][C:3]([CH2:4][NH:5][S:6]([CH3:9])(=[O:8])=[O:7])=[C:2]([CH3:1])[CH:13]=1. The catalyst is O1CCCC1.C(O)C.[Pd].